Dataset: Full USPTO retrosynthesis dataset with 1.9M reactions from patents (1976-2016). Task: Predict the reactants needed to synthesize the given product. (1) Given the product [CH3:19][O:20][C:21](=[O:31])[C:22]1[C:27]([Cl:28])=[CH:26][C:25]([Cl:29])=[CH:24][C:23]=1[NH:30][C:11](=[O:13])[CH:10]([C:7]1[CH:6]=[CH:5][C:4]([N+:1]([O-:3])=[O:2])=[CH:9][CH:8]=1)[CH3:14], predict the reactants needed to synthesize it. The reactants are: [N+:1]([C:4]1[CH:9]=[CH:8][C:7]([CH:10]([CH3:14])[C:11]([OH:13])=O)=[CH:6][CH:5]=1)([O-:3])=[O:2].O=S(Cl)Cl.[CH3:19][O:20][C:21](=[O:31])[C:22]1[C:27]([Cl:28])=[CH:26][C:25]([Cl:29])=[CH:24][C:23]=1[NH2:30].C(OCC)(=O)C. (2) Given the product [C:1]([CH2:4][CH2:5][C:6]1[C:7]([CH3:13])=[C:8]([CH:11]=[C:20]2[C:19]3[C:23](=[CH:24][CH:25]=[C:17]([C:14]([OH:16])=[O:15])[CH:18]=3)[NH:22][C:21]2=[O:26])[NH:9][CH:10]=1)([OH:3])=[O:2], predict the reactants needed to synthesize it. The reactants are: [C:1]([CH2:4][CH2:5][C:6]1[C:7]([CH3:13])=[C:8]([CH:11]=O)[NH:9][CH:10]=1)([OH:3])=[O:2].[C:14]([C:17]1[CH:18]=[C:19]2[C:23](=[CH:24][CH:25]=1)[NH:22][C:21](=[O:26])[CH2:20]2)([OH:16])=[O:15].N1CCCCC1. (3) Given the product [O:1]1[C:5]2[CH:6]=[CH:7][C:8]([C:10]([C:12]3[CH:17]=[CH:16][C:15]([O:18][CH3:19])=[C:14]([O:20][CH2:21][CH3:22])[CH:13]=3)=[O:11])=[CH:9][C:4]=2[O:3][CH2:2]1, predict the reactants needed to synthesize it. The reactants are: [O:1]1[C:5]2[CH:6]=[CH:7][C:8]([CH:10]([C:12]3[CH:17]=[CH:16][C:15]([O:18][CH3:19])=[C:14]([O:20][CH2:21][CH3:22])[CH:13]=3)[OH:11])=[CH:9][C:4]=2[O:3][CH2:2]1. (4) The reactants are: [Cl:1][C:2]1[C:7]([C:8]2[CH:13]=[CH:12][CH:11]=[CH:10][CH:9]=2)=[N:6][N:5]=[C:4]2[N:14]([CH2:23][C:24]([OH:26])=O)[N:15]=[C:16]([C:17]3[CH:22]=[CH:21][CH:20]=[CH:19][CH:18]=3)[C:3]=12.[NH:27]1[CH2:32][CH2:31][O:30][CH2:29][CH2:28]1.Cl.CN(C)CCCN=C=NCC. Given the product [Cl:1][C:2]1[C:7]([C:8]2[CH:9]=[CH:10][CH:11]=[CH:12][CH:13]=2)=[N:6][N:5]=[C:4]2[N:14]([CH2:23][C:24]([N:27]3[CH2:32][CH2:31][O:30][CH2:29][CH2:28]3)=[O:26])[N:15]=[C:16]([C:17]3[CH:18]=[CH:19][CH:20]=[CH:21][CH:22]=3)[C:3]=12, predict the reactants needed to synthesize it. (5) The reactants are: CS(N)(=O)=O.[Cl:6][C:7]1[CH:12]=[CH:11][CH:10]=[C:9]([CH:13]=[C:14]2[CH2:19][CH2:18][CH:17]([F:20])[CH2:16][CH2:15]2)[CH:8]=1.S([O-])([O-])(=[O:23])=S.[Na+].[Na+].[OH2:28]. Given the product [Cl:6][C:7]1[CH:8]=[C:9]([C@H:13]([OH:23])[C:14]2([OH:28])[CH2:19][CH2:18][CH:17]([F:20])[CH2:16][CH2:15]2)[CH:10]=[CH:11][CH:12]=1, predict the reactants needed to synthesize it. (6) Given the product [F:12][C:13]1[CH:19]=[CH:18][C:16]([NH:17][CH2:2][C:3]2[C:8]([N+:9]([O-:11])=[O:10])=[CH:7][CH:6]=[CH:5][N:4]=2)=[CH:15][CH:14]=1, predict the reactants needed to synthesize it. The reactants are: Br[CH2:2][C:3]1[C:8]([N+:9]([O-:11])=[O:10])=[CH:7][CH:6]=[CH:5][N:4]=1.[F:12][C:13]1[CH:19]=[CH:18][C:16]([NH2:17])=[CH:15][CH:14]=1. (7) Given the product [C:12]([CH2:11][C:10]1[CH:9]=[C:8]([CH3:17])[NH:7][C:6]=1[C:4]([OH:5])=[O:3])([OH:14])=[O:13], predict the reactants needed to synthesize it. The reactants are: C([O:3][C:4]([C:6]1[NH:7][C:8]([CH3:17])=[CH:9][C:10]=1[CH2:11][C:12]([O:14]CC)=[O:13])=[O:5])C.[Li+].[OH-].Cl. (8) The reactants are: [CH3:1][O:2][C:3](=[O:16])[C:4]1[CH:9]=[C:8]([F:10])[C:7]([NH2:11])=[C:6]([C:12]#[C:13][CH2:14][CH3:15])[CH:5]=1. Given the product [CH3:1][O:2][C:3](=[O:16])[C:4]1[CH:9]=[C:8]([F:10])[C:7]([NH2:11])=[C:6]([CH2:12][CH2:13][CH2:14][CH3:15])[CH:5]=1, predict the reactants needed to synthesize it. (9) Given the product [Br:18][C:13]1[C:12]([O:19][CH3:20])=[CH:11][C:10]2[O:9][CH2:8][C:7]3[C:5]([C:4]([O:3][CH2:1][CH3:2])=[O:21])=[N:24][N:23]([C:25]4[S:26][CH:27]=[CH:28][N:29]=4)[C:16]=3[C:15]=2[CH:14]=1, predict the reactants needed to synthesize it. The reactants are: [CH2:1]([O:3][C:4](=[O:21])[C:5](=[C:7]1[C:16](=O)[C:15]2[C:10](=[CH:11][C:12]([O:19][CH3:20])=[C:13]([Br:18])[CH:14]=2)[O:9][CH2:8]1)O)[CH3:2].Cl.[NH:23]([C:25]1[S:26][CH:27]=[CH:28][N:29]=1)[NH2:24]. (10) The reactants are: Br[C:2]1[CH:7]=[CH:6][C:5]([S:8]([C:11]2[CH:20]=[CH:19][CH:18]=[CH:17][C:12]=2[C:13]([O:15][CH3:16])=[O:14])(=[O:10])=[O:9])=[CH:4][CH:3]=1.[F:21][C:22]1[CH:27]=[C:26]([F:28])[CH:25]=[CH:24][C:23]=1/[CH:29]=[CH:30]/B(O)O. Given the product [F:21][C:22]1[CH:27]=[C:26]([F:28])[CH:25]=[CH:24][C:23]=1/[CH:29]=[CH:30]/[C:2]1[CH:7]=[CH:6][C:5]([S:8]([C:11]2[CH:20]=[CH:19][CH:18]=[CH:17][C:12]=2[C:13]([O:15][CH3:16])=[O:14])(=[O:10])=[O:9])=[CH:4][CH:3]=1, predict the reactants needed to synthesize it.